From a dataset of Catalyst prediction with 721,799 reactions and 888 catalyst types from USPTO. Predict which catalyst facilitates the given reaction. (1) Reactant: [CH2:1]([O:3][C:4]([C:6]1([CH2:20][C:21]2[CH:26]=[CH:25][CH:24]=[CH:23][C:22]=2[CH2:27]Br)[C:11](=[O:12])[CH2:10][CH2:9][N:8](C(OC(C)(C)C)=O)[CH2:7]1)=[O:5])[CH3:2]. Product: [CH2:1]([O:3][C:4]([C:6]12[CH2:7][N:8]([CH2:9][CH2:10][C:11]1=[O:12])[CH2:27][C:22]1[CH:23]=[CH:24][CH:25]=[CH:26][C:21]=1[CH2:20]2)=[O:5])[CH3:2]. The catalyst class is: 617. (2) The catalyst class is: 4. Reactant: [Br:1][C:2]1[CH:7]=[CH:6][C:5]([C@H:8]([CH3:24])[CH2:9][C:10]([N:12]2[C@H:16]([C:17]3[CH:22]=[CH:21][CH:20]=[CH:19][CH:18]=3)[CH2:15][O:14][C:13]2=[O:23])=[O:11])=[CH:4][CH:3]=1.C(N(CC)C(C)C)(C)C.[Br:34]N1C(=O)CCC1=O. Product: [Br:34][C@H:9]([C@H:8]([C:5]1[CH:4]=[CH:3][C:2]([Br:1])=[CH:7][CH:6]=1)[CH3:24])[C:10]([N:12]1[C@H:16]([C:17]2[CH:18]=[CH:19][CH:20]=[CH:21][CH:22]=2)[CH2:15][O:14][C:13]1=[O:23])=[O:11]. (3) Reactant: [CH2:1]([O:3][C:4]([C:6]1[NH:7][CH:8]=[C:9]([C:18]#[N:19])[C:10]=1[C:11]1[CH:16]=[CH:15][C:14]([Br:17])=[CH:13][CH:12]=1)=[O:5])[CH3:2].[C:20]([O-])([O-])=O.[K+].[K+].IC.O. Product: [CH2:1]([O:3][C:4]([C:6]1[N:7]([CH3:20])[CH:8]=[C:9]([C:18]#[N:19])[C:10]=1[C:11]1[CH:16]=[CH:15][C:14]([Br:17])=[CH:13][CH:12]=1)=[O:5])[CH3:2]. The catalyst class is: 197.